Dataset: Catalyst prediction with 721,799 reactions and 888 catalyst types from USPTO. Task: Predict which catalyst facilitates the given reaction. (1) Reactant: [CH2:1]([O:3][C:4](=[O:23])[CH:5]([CH3:22])[CH:6]([N:8]([C:12]1[C:17]([N+:18]([O-])=O)=[CH:16][N:15]=[C:14]([Cl:21])[N:13]=1)[CH:9]1[CH2:11][CH2:10]1)[CH3:7])[CH3:2].[H][H]. Product: [CH2:1]([O:3][C:4](=[O:23])[CH:5]([CH3:22])[CH:6]([N:8]([C:12]1[C:17]([NH2:18])=[CH:16][N:15]=[C:14]([Cl:21])[N:13]=1)[CH:9]1[CH2:11][CH2:10]1)[CH3:7])[CH3:2]. The catalyst class is: 78. (2) Reactant: [F:1][C:2]([F:37])([F:36])[C:3]1[CH:4]=[C:5]([CH:29]=[C:30]([C:32]([F:35])([F:34])[F:33])[CH:31]=1)[CH2:6][NH:7][CH2:8][C:9]1[CH:10]=[N:11][C:12]2[C:17]([C:18]=1[N:19]([CH2:24][CH:25]1[CH2:27][CH2:26]1)[CH2:20][CH:21]1[CH2:23][CH2:22]1)=[CH:16][C:15]([CH3:28])=[CH:14][CH:13]=2.C(=O)([O-])O.[Na+].[N:43]#[C:44]Br. Product: [CH:21]1([CH2:20][N:19]([CH2:24][CH:25]2[CH2:26][CH2:27]2)[C:18]2[C:17]3[C:12](=[CH:13][CH:14]=[C:15]([CH3:28])[CH:16]=3)[N:11]=[CH:10][C:9]=2[CH2:8][N:7]([CH2:6][C:5]2[CH:29]=[C:30]([C:32]([F:35])([F:34])[F:33])[CH:31]=[C:3]([C:2]([F:36])([F:1])[F:37])[CH:4]=2)[C:44]#[N:43])[CH2:23][CH2:22]1. The catalyst class is: 191. (3) Reactant: [Br:1][C:2]1[CH:7]=[C:6]([NH2:8])[C:5]([NH2:9])=[C:4]([CH3:10])[CH:3]=1.[CH:11]([CH:13]=O)=O.O. Product: [Br:1][C:2]1[CH:7]=[C:6]2[C:5]([N:9]=[CH:11][CH:13]=[N:8]2)=[C:4]([CH3:10])[CH:3]=1. The catalyst class is: 8.